Dataset: Reaction yield outcomes from USPTO patents with 853,638 reactions. Task: Predict the reaction yield, written as a fraction of the theoretical maximum amount of product (1.0 means a 100% yield; for example, 0.34 means a 34% yield). (1) The reactants are [CH:1]1([NH:4][CH2:5][CH2:6][CH2:7][O:8][C:9]2[CH:10]=[N:11][CH:12]=[CH:13][CH:14]=2)[CH2:3][CH2:2]1.[O:15]=[C:16]([OH:28])[C@@H:17]([C@H:19]([C@H:21]([C@@H:23]([C:25]([OH:27])=[O:26])[OH:24])[OH:22])[OH:20])[OH:18].O. The catalyst is C(O)C. The product is [O:15]=[C:16]([OH:28])[C@@H:17]([C@H:19]([C@H:21]([C@@H:23]([C:25]([OH:27])=[O:26])[OH:24])[OH:22])[OH:20])[OH:18].[CH:1]1([NH:4][CH2:5][CH2:6][CH2:7][O:8][C:9]2[CH:10]=[N:11][CH:12]=[CH:13][CH:14]=2)[CH2:2][CH2:3]1.[CH:1]1([NH:4][CH2:5][CH2:6][CH2:7][O:8][C:9]2[CH:10]=[N:11][CH:12]=[CH:13][CH:14]=2)[CH2:2][CH2:3]1. The yield is 0.665. (2) The reactants are [F:1][C:2]1[CH:16]=[CH:15][CH:14]=[CH:13][C:3]=1[O:4][C:5]1[CH:12]=[CH:11][C:8]([CH:9]=O)=[CH:7][CH:6]=1.[N+:17]([CH3:20])([O-:19])=[O:18].C([O-])(=O)C.[NH4+].[BH4-].[Na+]. The catalyst is O.C(O)(=O)C.CS(C)=O.C(OCC)(=O)C. The product is [F:1][C:2]1[CH:16]=[CH:15][CH:14]=[CH:13][C:3]=1[O:4][C:5]1[CH:12]=[CH:11][C:8]([CH2:9][CH2:20][N+:17]([O-:19])=[O:18])=[CH:7][CH:6]=1. The yield is 0.496.